This data is from Peptide-MHC class II binding affinity with 134,281 pairs from IEDB. The task is: Regression. Given a peptide amino acid sequence and an MHC pseudo amino acid sequence, predict their binding affinity value. This is MHC class II binding data. (1) The peptide sequence is NYNTRATNYNRGDQS. The MHC is H-2-IAd with pseudo-sequence H-2-IAd. The binding affinity (normalized) is 0. (2) The peptide sequence is TVSLPVGADEDDIKA. The MHC is HLA-DQA10401-DQB10402 with pseudo-sequence HLA-DQA10401-DQB10402. The binding affinity (normalized) is 0.113. (3) The peptide sequence is DCISIGPGSTGLNIT. The MHC is HLA-DPA10201-DPB10101 with pseudo-sequence HLA-DPA10201-DPB10101. The binding affinity (normalized) is 0.0919. (4) The peptide sequence is IPVMAYLVGLFAWVL. The MHC is DRB1_0404 with pseudo-sequence DRB1_0404. The binding affinity (normalized) is 0.397.